From a dataset of Forward reaction prediction with 1.9M reactions from USPTO patents (1976-2016). Predict the product of the given reaction. (1) Given the reactants [N:1]([CH2:4][CH2:5][NH:6][C:7](=[O:21])[CH2:8][CH2:9][CH2:10][CH2:11][CH2:12][CH2:13]CCCCCCC)=[N+:2]=[N-:3].[I:22]C1C=CC=CC=1C(Cl)=O.N(CCN)=[N+]=[N-].C(N(CC)CC)C, predict the reaction product. The product is: [N:1]([CH2:4][CH2:5][NH:6][C:7](=[O:21])[C:8]1[CH:9]=[CH:10][CH:11]=[CH:12][C:13]=1[I:22])=[N+:2]=[N-:3]. (2) Given the reactants Br[C:2]1[CH:3]=[C:4]([CH:27]=[CH:28][CH:29]=1)[CH2:5][O:6][C:7]1[CH:8]=[C:9]([C:13]2[N:14]=[C:15]([CH:23]3[CH2:26][CH2:25][CH2:24]3)[N:16]3[CH:21]=[CH:20][N:19]=[C:18]([NH2:22])[C:17]=23)[CH:10]=[CH:11][CH:12]=1.C(=O)([O-])[O-].[K+].[K+].[C:36]([NH2:39])(=[O:38])[CH3:37].CNCCNC, predict the reaction product. The product is: [NH2:22][C:18]1[C:17]2[N:16]([C:15]([CH:23]3[CH2:26][CH2:25][CH2:24]3)=[N:14][C:13]=2[C:9]2[CH:8]=[C:7]([CH:12]=[CH:11][CH:10]=2)[O:6][CH2:5][C:4]2[CH:3]=[C:2]([NH:39][C:36](=[O:38])[CH3:37])[CH:29]=[CH:28][CH:27]=2)[CH:21]=[CH:20][N:19]=1.